This data is from Catalyst prediction with 721,799 reactions and 888 catalyst types from USPTO. The task is: Predict which catalyst facilitates the given reaction. (1) Reactant: [C:1]([O:5][C:6](=[O:23])[NH:7][C:8]1[CH:13]=[C:12]([N:14]([CH3:18])[CH2:15][CH2:16][CH3:17])[C:11]([CH3:19])=[CH:10][C:9]=1[N+:20]([O-])=O)([CH3:4])([CH3:3])[CH3:2]. Product: [C:1]([O:5][C:6](=[O:23])[NH:7][C:8]1[CH:13]=[C:12]([N:14]([CH3:18])[CH2:15][CH2:16][CH3:17])[C:11]([CH3:19])=[CH:10][C:9]=1[NH2:20])([CH3:2])([CH3:3])[CH3:4]. The catalyst class is: 45. (2) Reactant: [NH2:1][C:2]1[CH:7]=[CH:6][CH:5]=[CH:4][C:3]=1[S:8]([CH:11]([CH3:13])[CH3:12])(=[O:10])=[O:9].[H-].[Na+].[Cl:16][C:17]1[N:18]=[C:19](Cl)[C:20]2[CH:25]=[CH:24][N:23]([CH2:26][O:27][CH2:28][CH2:29][Si:30]([CH3:33])([CH3:32])[CH3:31])[C:21]=2[N:22]=1. Product: [Cl:16][C:17]1[N:18]=[C:19]([NH:1][C:2]2[CH:7]=[CH:6][CH:5]=[CH:4][C:3]=2[S:8]([CH:11]([CH3:13])[CH3:12])(=[O:10])=[O:9])[C:20]2[CH:25]=[CH:24][N:23]([CH2:26][O:27][CH2:28][CH2:29][Si:30]([CH3:33])([CH3:32])[CH3:31])[C:21]=2[N:22]=1. The catalyst class is: 3. (3) Reactant: [CH2:1]([C:3]1[CH:11]=[CH:10][CH:9]=[C:8]([CH3:12])[C:4]=1[C:5](O)=[O:6])[CH3:2].C(Cl)(=O)C([Cl:16])=O. Product: [CH2:1]([C:3]1[CH:11]=[CH:10][CH:9]=[C:8]([CH3:12])[C:4]=1[C:5]([Cl:16])=[O:6])[CH3:2]. The catalyst class is: 139. (4) The catalyst class is: 6. Product: [Br:42][CH2:43][C:44]([N:9]([CH2:10][C:11]([NH:13][C:14]1[C:15]([C:22]2[CH:23]=[CH:24][C:25]([N:28]([CH3:30])[CH3:29])=[CH:26][CH:27]=2)=[N:16][C:17]([O:20][CH3:21])=[CH:18][CH:19]=1)=[O:12])[C:6]1[CH:5]=[CH:4][C:3]([O:2][CH3:1])=[CH:8][CH:7]=1)=[O:45]. Reactant: [CH3:1][O:2][C:3]1[CH:8]=[CH:7][C:6]([NH:9][CH2:10][C:11]([NH:13][C:14]2[C:15]([C:22]3[CH:27]=[CH:26][C:25]([N:28]([CH3:30])[CH3:29])=[CH:24][CH:23]=3)=[N:16][C:17]([O:20][CH3:21])=[CH:18][CH:19]=2)=[O:12])=[CH:5][CH:4]=1.C(OCC)(=O)C.C(=O)(O)[O-].[Na+].[Br:42][CH2:43][C:44](Br)=[O:45]. (5) Reactant: [Cl:1][C:2]1[CH:7]=[CH:6][C:5]([C:8]([C@@H:10]2[CH2:14][CH2:13][CH2:12][N:11]2[C:15]([C:17]2[C:18]([CH:23]([F:25])[F:24])=[N:19][N:20]([CH3:22])[CH:21]=2)=[O:16])=[O:9])=[CH:4][CH:3]=1.[BH4-].[Na+].Cl. Product: [Cl:1][C:2]1[CH:7]=[CH:6][C:5]([CH:8]([OH:9])[C@@H:10]2[CH2:14][CH2:13][CH2:12][N:11]2[C:15]([C:17]2[C:18]([CH:23]([F:25])[F:24])=[N:19][N:20]([CH3:22])[CH:21]=2)=[O:16])=[CH:4][CH:3]=1. The catalyst class is: 5. (6) Reactant: [C:1](=[O:19])(SCC)[O:2][O:3][CH:4]([O:8][C:9]([CH:11]1[CH2:15][CH2:14][CH2:13][CH2:12]1)=[O:10])[CH2:5][CH2:6][CH3:7].S(Cl)([Cl:23])(=O)=O. Product: [Cl:23][C:1]([O:2][O:3][CH:4]([O:8][C:9]([CH:11]1[CH2:15][CH2:14][CH2:13][CH2:12]1)=[O:10])[CH2:5][CH2:6][CH3:7])=[O:19]. The catalyst class is: 2.